From a dataset of Reaction yield outcomes from USPTO patents with 853,638 reactions. Predict the reaction yield, written as a fraction of the theoretical maximum amount of product (1.0 means a 100% yield; for example, 0.34 means a 34% yield). (1) The reactants are C([N:8]1[CH2:13][CH2:12][P:11](=[O:17])([CH:14]([CH3:16])[CH3:15])[CH2:10][CH2:9]1)C1C=CC=CC=1.C(O)C.O.O.[C:23]([OH:28])(=[O:27])[C:24]([OH:26])=[O:25]. The catalyst is O.[Pd]. The product is [C:23]([OH:28])(=[O:27])[C:24]([OH:26])=[O:25].[CH3:15][CH:14]([P:11]1(=[O:17])[CH2:12][CH2:13][NH:8][CH2:9][CH2:10]1)[CH3:16]. The yield is 0.530. (2) The reactants are C([O:4][C:5]1[CH:20]=[CH:19][CH:18]=[CH:17][C:6]=1[C:7]([NH:9][C:10]1[CH:15]=[CH:14][C:13]([Cl:16])=[CH:12][N:11]=1)=[O:8])(=O)C. The catalyst is [OH-].[Na+]. The product is [Cl:16][C:13]1[CH:14]=[CH:15][C:10]([NH:9][C:7](=[O:8])[C:6]2[CH:17]=[CH:18][CH:19]=[CH:20][C:5]=2[OH:4])=[N:11][CH:12]=1. The yield is 0.630. (3) The reactants are Br[C:2]1[CH:18]=[CH:17][C:5]([O:6][CH:7]([CH3:16])[CH2:8][NH:9][S:10]([CH:13]([CH3:15])[CH3:14])(=[O:12])=[O:11])=[CH:4][CH:3]=1.[S:19]1[CH:23]=[CH:22][CH:21]=[C:20]1[C:24]1[CH:25]=[C:26](B(O)O)[CH:27]=[CH:28][CH:29]=1.C(=O)([O-])[O-].[Na+].[Na+]. The catalyst is Cl[Pd](Cl)([P](C1C=CC=CC=1)(C1C=CC=CC=1)C1C=CC=CC=1)[P](C1C=CC=CC=1)(C1C=CC=CC=1)C1C=CC=CC=1.COCCOC. The product is [CH3:14][CH:13]([S:10]([NH:9][CH2:8][CH:7]([O:6][C:5]1[CH:17]=[CH:18][C:2]([C:26]2[CH:27]=[CH:28][CH:29]=[C:24]([C:20]3[S:19][CH:23]=[CH:22][CH:21]=3)[CH:25]=2)=[CH:3][CH:4]=1)[CH3:16])(=[O:12])=[O:11])[CH3:15]. The yield is 0.776. (4) The reactants are [Cl:1][C:2]1[C:11]2[C:6](=[CH:7][CH:8]=[C:9]([OH:12])[CH:10]=2)[N:5]=[CH:4][N:3]=1.[F:13][CH2:14][CH:15](O)[CH2:16][F:17].C1(P(C2C=CC=CC=2)C2C=CC=CC=2)C=CC=CC=1.C(=O)([O-])O.[Na+]. The catalyst is C1COCC1. The product is [Cl:1][C:2]1[C:11]2[C:6](=[CH:7][CH:8]=[C:9]([O:12][CH:15]([CH2:16][F:17])[CH2:14][F:13])[CH:10]=2)[N:5]=[CH:4][N:3]=1. The yield is 0.740. (5) The reactants are [CH2:1]([N:4]1[C:8]2=[C:9]([CH:13]=[N:14][C:15]3[CH:20]=[CH:19][C:18]([F:21])=[CH:17][CH:16]=3)[N:10]=[CH:11][CH:12]=[C:7]2[C:6]([CH3:22])=[C:5]1[CH3:23])[CH:2]=[CH2:3].[CH2:24]([Mg][Cl:32])[C:25]1[CH:30]=[CH:29][CH:28]=[CH:27][CH:26]=1. No catalyst specified. The product is [ClH:32].[CH2:1]([N:4]1[C:8]2=[C:9]([CH:13]([NH:14][C:15]3[CH:16]=[CH:17][C:18]([F:21])=[CH:19][CH:20]=3)[CH2:24][C:25]3[CH:30]=[CH:29][CH:28]=[CH:27][CH:26]=3)[N:10]=[CH:11][CH:12]=[C:7]2[C:6]([CH3:22])=[C:5]1[CH3:23])[CH:2]=[CH2:3]. The yield is 0.330. (6) The reactants are [NH2:1][C@@H:2]([CH2:12][CH:13]([CH3:15])[CH3:14])[CH:3]([C:5]1[CH:10]=[CH:9][CH:8]=[C:7]([F:11])[CH:6]=1)[OH:4].I[C:17]1[CH:18]=[C:19]2[C:23](=[CH:24][CH:25]=1)[N:22]([C:26]1[CH:31]=[CH:30][C:29]([F:32])=[CH:28][CH:27]=1)[N:21]=[CH:20]2.C(=O)([O-])[O-].[Cs+].[Cs+].C(#N)C(C)C. The catalyst is [Cu]I. The product is [F:11][C:7]1[CH:6]=[C:5]([CH:3]([O:4][C:17]2[CH:18]=[C:19]3[C:23](=[CH:24][CH:25]=2)[N:22]([C:26]2[CH:31]=[CH:30][C:29]([F:32])=[CH:28][CH:27]=2)[N:21]=[CH:20]3)[C@H:2]([CH2:12][CH:13]([CH3:15])[CH3:14])[NH2:1])[CH:10]=[CH:9][CH:8]=1. The yield is 0.233. (7) The reactants are [Cl:1][C:2]1[C:3]([F:14])=[C:4]2[C:10]([N+:11]([O-])=O)=[CH:9][NH:8][C:5]2=[N:6][CH:7]=1.CC(O)C. The catalyst is C1COCC1.[Pt]. The product is [Cl:1][C:2]1[C:3]([F:14])=[C:4]2[C:10]([NH2:11])=[CH:9][NH:8][C:5]2=[N:6][CH:7]=1. The yield is 1.07.